This data is from Cav3 T-type calcium channel HTS with 100,875 compounds. The task is: Binary Classification. Given a drug SMILES string, predict its activity (active/inactive) in a high-throughput screening assay against a specified biological target. The molecule is Clc1cc(NC(=O)CSc2[nH]c(N)cc(=O)n2)ccc1. The result is 0 (inactive).